This data is from Catalyst prediction with 721,799 reactions and 888 catalyst types from USPTO. The task is: Predict which catalyst facilitates the given reaction. (1) Reactant: [NH2:1][C:2]1[CH:3]=[C:4]([CH:7]=[C:8]([Br:11])[C:9]=1[Cl:10])[C:5]#[N:6].[O:12](C(OC(C)(C)C)=O)[C:13]([O:15][C:16]([CH3:19])([CH3:18])[CH3:17])=O. Product: [Br:11][C:8]1[C:9]([Cl:10])=[C:2]([NH:1][C:13](=[O:12])[O:15][C:16]([CH3:19])([CH3:18])[CH3:17])[CH:3]=[C:4]([C:5]#[N:6])[CH:7]=1. The catalyst class is: 64. (2) Reactant: Cl[C:2]1[C:7]([N+:8]([O-:10])=[O:9])=[CH:6][CH:5]=[C:4]([Cl:11])[N:3]=1.C(=O)([O-])[O-].[K+].[K+].[NH2:18][CH:19]([CH2:22][CH3:23])[CH2:20][CH3:21]. Product: [Cl:11][C:4]1[N:3]=[C:2]([NH:18][CH:19]([CH2:22][CH3:23])[CH2:20][CH3:21])[C:7]([N+:8]([O-:10])=[O:9])=[CH:6][CH:5]=1. The catalyst class is: 10. (3) Reactant: [Si:1]([O:8][CH:9]([CH2:20][O:21][C:22]1[CH:27]=[CH:26][CH:25]=[C:24]([C:28]2[N:33]=[C:32](Cl)[CH:31]=[C:30]([N:35]([CH3:42])[CH:36]3[CH2:41][CH2:40][O:39][CH2:38][CH2:37]3)[N:29]=2)[CH:23]=1)[CH2:10][N:11]([CH3:19])[C:12](=[O:18])[O:13][C:14]([CH3:17])([CH3:16])[CH3:15])([C:4]([CH3:7])([CH3:6])[CH3:5])([CH3:3])[CH3:2].Br[C:44]1[C:52]2[CH:51]=[N:50][CH:49]=[N:48][C:47]=2[N:46]([S:53]([CH3:56])(=[O:55])=[O:54])[CH:45]=1.C(N(CC)CC)C. Product: [Si:1]([O:8][CH:9]([CH2:20][O:21][C:22]1[CH:27]=[CH:26][CH:25]=[C:24]([C:28]2[N:29]=[C:30]([N:35]([CH3:42])[CH:36]3[CH2:41][CH2:40][O:39][CH2:38][CH2:37]3)[CH:31]=[C:32]([C:44]3[C:52]4[CH:51]=[N:50][CH:49]=[N:48][C:47]=4[N:46]([S:53]([CH3:56])(=[O:55])=[O:54])[CH:45]=3)[N:33]=2)[CH:23]=1)[CH2:10][N:11]([CH3:19])[C:12](=[O:18])[O:13][C:14]([CH3:17])([CH3:16])[CH3:15])([C:4]([CH3:7])([CH3:6])[CH3:5])([CH3:3])[CH3:2]. The catalyst class is: 77. (4) Reactant: C[O:2][C:3](=O)[CH2:4][C:5]1([OH:18])[CH2:10][CH2:9][N:8]([CH2:11][C:12]2[CH:17]=[CH:16][CH:15]=[CH:14][CH:13]=2)[CH2:7][CH2:6]1.[H-].[Al+3].[Li+].[H-].[H-].[H-].S([O-])([O-])(=O)=O.[Na+].[Na+]. Product: [CH2:11]([N:8]1[CH2:7][CH2:6][C:5]([CH2:4][CH2:3][OH:2])([OH:18])[CH2:10][CH2:9]1)[C:12]1[CH:13]=[CH:14][CH:15]=[CH:16][CH:17]=1. The catalyst class is: 1. (5) Reactant: C(O[C:9]([NH:11][CH2:12][CH2:13][N:14]([CH2:34]COC)[CH2:15][CH2:16][O:17][CH2:18][CH2:19][O:20][CH2:21][CH2:22][O:23][CH2:24][CH2:25][NH:26][C:27](=[O:33])[O:28][C:29]([CH3:32])([CH3:31])[CH3:30])=O)C1C=CC=CC=1. Product: [CH3:34][N:14]([CH2:15][CH2:16][O:17][CH2:18][CH2:19][O:20][CH2:21][CH2:22][O:23][CH2:24][CH2:25][NH:26][C:27](=[O:33])[O:28][C:29]([CH3:31])([CH3:30])[CH3:32])[CH2:13][CH2:12][NH:11][CH3:9]. The catalyst class is: 43. (6) Reactant: Cl.[Cl:2][C:3]1[CH:4]=[C:5]2[C:9](=[CH:10][CH:11]=1)[NH:8][C:7]([S:12]([N:15]1[CH2:20][CH2:19][N:18]([C:21]([C:23]3[S:24][C:25]4[CH2:26][NH:27][CH2:28][CH2:29][C:30]=4[N:31]=3)=[O:22])[CH:17]([CH2:32][C:33]([N:35]3[CH2:40][CH2:39][O:38][CH2:37][CH2:36]3)=[O:34])[CH2:16]1)(=[O:14])=[O:13])=[CH:6]2.C(N(C(C)C)CC)(C)C.[C:50](=O)([O:58]C1C=CC([N+]([O-])=O)=CC=1)[O:51][CH:52]([O:54][C:55](=[O:57])[CH3:56])[CH3:53]. Product: [C:55]([O:54][CH:52]([O:51][C:50]([CH:28]1[NH:27][CH2:26][C:25]2[S:24][C:23]([C:21]([N:18]3[CH2:19][CH2:20][N:15]([S:12]([C:7]4[NH:8][C:9]5[C:5]([CH:6]=4)=[CH:4][C:3]([Cl:2])=[CH:11][CH:10]=5)(=[O:13])=[O:14])[CH2:16][CH:17]3[CH2:32][C:33]([N:35]3[CH2:36][CH2:37][O:38][CH2:39][CH2:40]3)=[O:34])=[O:22])=[N:31][C:30]=2[CH2:29]1)=[O:58])[CH3:53])(=[O:57])[CH3:56]. The catalyst class is: 8.